From a dataset of CYP1A2 inhibition data for predicting drug metabolism from PubChem BioAssay. Regression/Classification. Given a drug SMILES string, predict its absorption, distribution, metabolism, or excretion properties. Task type varies by dataset: regression for continuous measurements (e.g., permeability, clearance, half-life) or binary classification for categorical outcomes (e.g., BBB penetration, CYP inhibition). Dataset: cyp1a2_veith. (1) The compound is COc1ccccc1CNc1cc(-c2ccc(C(=O)N(C)C)cc2)ncn1. The result is 1 (inhibitor). (2) The molecule is COCCNc1ncnc2ccc(-c3cccc(NS(C)(=O)=O)c3)cc12. The result is 1 (inhibitor). (3) The drug is CC(C)CO/N=C1/C[C@@H](O)[C@@H](O)[C@H]2[C@@H]1CC[C@@H]1C(=O)N(C3CCCCC3)C(=O)[C@H]12. The result is 0 (non-inhibitor). (4) The compound is C[C@@H](COc1ccc(/C=C\c2ccccc2)cc1)[N+](C)(C)C. The result is 0 (non-inhibitor). (5) The molecule is CCOC(=O)N1CCN(C(=O)c2cnc3n(c2=O)CCS3)CC1. The result is 0 (non-inhibitor). (6) The drug is COc1cc(/C=N/O)cc(Br)c1OCc1cccc(Cl)c1. The result is 1 (inhibitor).